Dataset: Peptide-MHC class II binding affinity with 134,281 pairs from IEDB. Task: Regression. Given a peptide amino acid sequence and an MHC pseudo amino acid sequence, predict their binding affinity value. This is MHC class II binding data. (1) The peptide sequence is DKKCIEWEKAQHGAC. The MHC is DRB1_0101 with pseudo-sequence DRB1_0101. The binding affinity (normalized) is 0.567. (2) The peptide sequence is AVIRGKKGAGGITIK. The MHC is DRB1_0301 with pseudo-sequence DRB1_0301. The binding affinity (normalized) is 0.